Dataset: Reaction yield outcomes from USPTO patents with 853,638 reactions. Task: Predict the reaction yield, written as a fraction of the theoretical maximum amount of product (1.0 means a 100% yield; for example, 0.34 means a 34% yield). (1) The reactants are [Br:1][C:2]1[CH:3]=[C:4]2[C:9](=[CH:10][CH:11]=1)[N:8]=[CH:7][N:6]=[C:5]2[C:12]1[CH:13]=[C:14]([CH:18]=[CH:19][CH:20]=1)[C:15]([OH:17])=O.CN(C(ON1N=NC2C=CC=CC1=2)=[N+](C)C)C.F[P-](F)(F)(F)(F)F.CCN(C(C)C)C(C)C.[CH3:54][C:55]1([CH3:61])[CH2:60][NH:59][CH2:58][CH2:57][NH:56]1. The catalyst is CN(C=O)C. The product is [Br:1][C:2]1[CH:3]=[C:4]2[C:9](=[CH:10][CH:11]=1)[N:8]=[CH:7][N:6]=[C:5]2[C:12]1[CH:13]=[C:14]([C:15]([N:59]2[CH2:58][CH2:57][NH:56][C:55]([CH3:61])([CH3:54])[CH2:60]2)=[O:17])[CH:18]=[CH:19][CH:20]=1. The yield is 0.425. (2) The reactants are C([Li])CCC.Br[C:7]1[CH:8]=[N:9][C:10]([O:13][CH3:14])=[N:11][CH:12]=1.[Br:15][C:16]1[CH:21]=[CH:20][C:19]([C@@H:22]([C:30]2[CH:35]=[CH:34][CH:33]=[CH:32][C:31]=2[CH3:36])[CH2:23][C:24](N(OC)C)=[O:25])=[CH:18][CH:17]=1.[Cl-].[NH4+]. The catalyst is O1CCCC1. The product is [Br:15][C:16]1[CH:17]=[CH:18][C:19]([C@@H:22]([C:30]2[CH:35]=[CH:34][CH:33]=[CH:32][C:31]=2[CH3:36])[CH2:23][C:24]([C:7]2[CH:8]=[N:9][C:10]([O:13][CH3:14])=[N:11][CH:12]=2)=[O:25])=[CH:20][CH:21]=1. The yield is 0.350.